This data is from Forward reaction prediction with 1.9M reactions from USPTO patents (1976-2016). The task is: Predict the product of the given reaction. (1) Given the reactants O[C:2]1[CH:3]=[C:4]([NH:8][N:9]=[C:10]([C:13]#[N:14])[C:11]#[N:12])[CH:5]=[CH:6][CH:7]=1.NC1C=C(O)C=CC=1.C(#N)CC#N.[OH2:28].[NH2:29][NH2:30], predict the reaction product. The product is: [NH2:12][C:11]1[C:10](=[N:9][NH:8][C:4]2[CH:5]=[C:6]([OH:28])[CH:7]=[CH:2][CH:3]=2)[C:13]([NH2:14])=[N:30][N:29]=1. (2) Given the reactants [H-].[H-].[H-].[H-].[Li+].[Al+3].[NH2:7][C:8]1[CH:9]=[CH:10][C:11]([C:14](O)=[O:15])=[N:12][CH:13]=1, predict the reaction product. The product is: [NH2:7][C:8]1[CH:9]=[CH:10][C:11]([CH2:14][OH:15])=[N:12][CH:13]=1.